This data is from Full USPTO retrosynthesis dataset with 1.9M reactions from patents (1976-2016). The task is: Predict the reactants needed to synthesize the given product. Given the product [NH2:23][C:21]1[N:20]=[N:19][N:18]([CH2:17][C:16]([NH:15][C:11]2[CH:12]=[CH:13][CH:14]=[C:9]([F:8])[CH:10]=2)=[O:31])[CH:22]=1, predict the reactants needed to synthesize it. The reactants are: FC(F)(F)C(O)=O.[F:8][C:9]1[CH:10]=[C:11]([NH:15][C:16](=[O:31])[CH2:17][N:18]2[CH:22]=[C:21]([NH:23]C(=O)OC(C)(C)C)[N:20]=[N:19]2)[CH:12]=[CH:13][CH:14]=1.